Dataset: Acute oral toxicity (LD50) regression data from Zhu et al.. Task: Regression/Classification. Given a drug SMILES string, predict its toxicity properties. Task type varies by dataset: regression for continuous values (e.g., LD50, hERG inhibition percentage) or binary classification for toxic/non-toxic outcomes (e.g., AMES mutagenicity, cardiotoxicity, hepatotoxicity). Dataset: ld50_zhu. (1) The rat oral LD50 is 4.44, given as -log10 of the dose in mol/kg body weight (higher means more acutely toxic). The drug is CC1OC(OC2C(O)CC(OC3C(O)CC(OC4CCC5(C)C(CCC6C5CC(O)C5(C)C(C7=CC(=O)OC7)CCC65O)C4)OC3C)OC2C)CC(O)C1O. (2) The molecule is CCC(=CC(=NO)C(N)=O)C(C)[N+](=O)[O-]. The rat oral LD50 is 2.52, given as -log10 of the dose in mol/kg body weight (higher means more acutely toxic). (3) The rat oral LD50 is 1.78, given as -log10 of the dose in mol/kg body weight (higher means more acutely toxic). The molecule is Cc1nc(N)nc(N2N=CCC2C)n1. (4) The compound is Cl[Si](Cl)(Cl)CCc1ccccc1. The rat oral LD50 is 1.93, given as -log10 of the dose in mol/kg body weight (higher means more acutely toxic). (5) The compound is CCOC(=O)C1CCCN1N=O. The rat oral LD50 is 1.54, given as -log10 of the dose in mol/kg body weight (higher means more acutely toxic). (6) The molecule is CNC(=O)Oc1ccccc1C1OCC(C)O1. The rat oral LD50 is 3.33, given as -log10 of the dose in mol/kg body weight (higher means more acutely toxic).